This data is from Forward reaction prediction with 1.9M reactions from USPTO patents (1976-2016). The task is: Predict the product of the given reaction. (1) The product is: [CH2:1]([O:3][C:4](=[O:17])[CH2:5][N:6]([CH2:7][CH2:8][NH:9][C:10]([O:12][C:13]([CH3:16])([CH3:15])[CH3:14])=[O:11])[C:28](=[O:29])[CH2:27][N:18]1[CH:26]=[C:24]([CH3:25])[C:22](=[O:23])[NH:21][C:19]1=[O:20])[CH3:2]. Given the reactants [CH2:1]([O:3][C:4](=[O:17])[CH2:5][NH:6][CH2:7][CH2:8][NH:9][C:10]([O:12][C:13]([CH3:16])([CH3:15])[CH3:14])=[O:11])[CH3:2].[N:18]1([CH2:27][C:28](O)=[O:29])[CH:26]=[C:24]([CH3:25])[C:22](=[O:23])[NH:21][C:19]1=[O:20].C(Cl)Cl.C1CCC(N=C=NC2CCCCC2)CC1, predict the reaction product. (2) Given the reactants [NH2:1][C@@H:2]1[C:8](=[O:9])[N:7]([CH3:10])[C:6]2[CH:11]=[CH:12][CH:13]=[CH:14][C:5]=2[C:4]2[CH:15]=[CH:16][CH:17]=[CH:18][C:3]1=2.[F:19][C:20]([F:34])([C:30]([F:33])([F:32])[F:31])[CH2:21][CH2:22][NH:23][C:24](=[O:29])[CH2:25][C:26](O)=[O:27], predict the reaction product. The product is: [CH3:10][N:7]1[C:8](=[O:9])[C@@H:2]([NH:1][C:26](=[O:27])[CH2:25][C:24]([NH:23][CH2:22][CH2:21][C:20]([F:19])([F:34])[C:30]([F:33])([F:31])[F:32])=[O:29])[C:3]2[CH:18]=[CH:17][CH:16]=[CH:15][C:4]=2[C:5]2[CH:14]=[CH:13][CH:12]=[CH:11][C:6]1=2.